From a dataset of Forward reaction prediction with 1.9M reactions from USPTO patents (1976-2016). Predict the product of the given reaction. (1) Given the reactants [CH2:1]1[O:9][C:8]2[CH:7]=[CH:6][C:5]([CH:10]3[C:18]4[C:13](=[CH:14][C:15]([O:19][CH2:20][CH2:21][CH3:22])=[CH:16][CH:17]=4)[CH2:12][CH2:11]3)=[CH:4][C:3]=2[O:2]1.Cl.[CH3:24][OH:25], predict the reaction product. The product is: [OH:25][C:24]1[CH:4]=[C:3]([O:2][CH3:1])[CH:8]=[CH:7][C:6]=1[CH:12]1[C:13]2[C:18](=[CH:17][CH:16]=[C:15]([O:19][CH2:20][CH2:21][CH3:22])[CH:14]=2)[CH:10]([C:5]2[CH:6]=[CH:7][C:8]3[O:9][CH2:1][O:2][C:3]=3[CH:4]=2)[CH2:11]1. (2) The product is: [C:1]([O:5][C:6]([NH:8][C:9]1[S:10][CH:11]=[C:12]([CH:14]([CH2:20][CH2:21][F:22])[C:15]([OH:17])=[O:16])[N:13]=1)=[O:7])([CH3:3])([CH3:4])[CH3:2]. Given the reactants [C:1]([O:5][C:6]([NH:8][C:9]1[S:10][CH:11]=[C:12]([CH:14]([CH2:20][CH2:21][F:22])[C:15]([O:17]CC)=[O:16])[N:13]=1)=[O:7])([CH3:4])([CH3:3])[CH3:2].[OH-].[Li+].Cl, predict the reaction product. (3) Given the reactants [C:1]([O:5][C:6]([N:8]1[CH2:13][CH2:12][CH:11]([NH:14][C:15]2[CH:20]=[C:19]([N:21]3[C:33]4[CH:32]=[CH:31][CH:30]=[C:29]([C:34]5[CH:35]=[N:36][C:37]6[C:42]([CH:43]=5)=[CH:41][CH:40]=[CH:39][CH:38]=6)[C:28]=4[C:27]4[C:22]3=[CH:23][CH:24]=[CH:25][CH:26]=4)[CH:18]=[CH:17][C:16]=2[C:44]#[N:45])[CH2:10][CH2:9]1)=[O:7])([CH3:4])([CH3:3])[CH3:2].[OH-:46].[Na+].OO, predict the reaction product. The product is: [C:1]([O:5][C:6]([N:8]1[CH2:13][CH2:12][CH:11]([NH:14][C:15]2[CH:20]=[C:19]([N:21]3[C:33]4[CH:32]=[CH:31][CH:30]=[C:29]([C:34]5[CH:35]=[N:36][C:37]6[C:42]([CH:43]=5)=[CH:41][CH:40]=[CH:39][CH:38]=6)[C:28]=4[C:27]4[C:22]3=[CH:23][CH:24]=[CH:25][CH:26]=4)[CH:18]=[CH:17][C:16]=2[C:44](=[O:46])[NH2:45])[CH2:10][CH2:9]1)=[O:7])([CH3:4])([CH3:2])[CH3:3]. (4) Given the reactants [CH2:1]([C:3]([C:14]1[CH:19]=[CH:18][C:17](OS(C(F)(F)F)(=O)=O)=[C:16]([CH3:28])[CH:15]=1)([C:6]1[CH:11]=[CH:10][C:9]([OH:12])=[C:8]([CH3:13])[CH:7]=1)[CH2:4][CH3:5])[CH3:2].C([O-])(O)=O.[Na+].[Li+].[Br-].[CH:36]1C=CC(P(C2C=CC=CC=2)CCCP(C2C=CC=CC=2)C2C=CC=CC=2)=C[CH:41]=1.CO[C:67](=[O:70])[CH:68]=[CH2:69], predict the reaction product. The product is: [CH2:4]([C:3]([C:14]1[CH:19]=[CH:18][C:17](/[CH:36]=[CH:41]/[C:67](=[O:70])[CH2:68][CH3:69])=[C:16]([CH3:28])[CH:15]=1)([C:6]1[CH:11]=[CH:10][C:9]([OH:12])=[C:8]([CH3:13])[CH:7]=1)[CH2:1][CH3:2])[CH3:5]. (5) Given the reactants [F:1][C:2]1[N:7]=[C:6]([C:8]2[N:28]=[C:11]3[CH:12]=[C:13]([NH:16][C:17]([C:19]4[N:23]([CH3:24])[N:22]=[CH:21][C:20]=4[C:25]([OH:27])=O)=[O:18])[CH:14]=[CH:15][N:10]3[N:9]=2)[CH:5]=[CH:4][CH:3]=1.[NH:29]1[CH2:34][CH2:33][O:32][CH2:31][CH2:30]1, predict the reaction product. The product is: [F:1][C:2]1[N:7]=[C:6]([C:8]2[N:28]=[C:11]3[CH:12]=[C:13]([NH:16][C:17]([C:19]4[N:23]([CH3:24])[N:22]=[CH:21][C:20]=4[C:25]([N:29]4[CH2:34][CH2:33][O:32][CH2:31][CH2:30]4)=[O:27])=[O:18])[CH:14]=[CH:15][N:10]3[N:9]=2)[CH:5]=[CH:4][CH:3]=1. (6) Given the reactants [CH:1](O)=[O:2].C(OC(=O)C)(=O)C.[CH2:11]([O:18][NH:19][CH2:20][C:21]1([C:28]([OH:30])=[O:29])[CH2:27][CH2:26][CH2:25][CH2:24][CH2:23][CH2:22]1)[C:12]1[CH:17]=[CH:16][CH:15]=[CH:14][CH:13]=1, predict the reaction product. The product is: [CH2:11]([O:18][N:19]([CH2:20][C:21]1([C:28]([OH:30])=[O:29])[CH2:27][CH2:26][CH2:25][CH2:24][CH2:23][CH2:22]1)[CH:1]=[O:2])[C:12]1[CH:17]=[CH:16][CH:15]=[CH:14][CH:13]=1.